This data is from Full USPTO retrosynthesis dataset with 1.9M reactions from patents (1976-2016). The task is: Predict the reactants needed to synthesize the given product. The reactants are: [NH:1]1[C:9]2[C:4](=[CH:5][C:6]([C:10]([OH:12])=O)=[CH:7][CH:8]=2)[CH:3]=[CH:2]1.[F:13][C:14]([F:24])([F:23])[C:15]1[CH:20]=[CH:19][CH:18]=[CH:17][C:16]=1[CH2:21][NH2:22].C(N(CC)CC)C.CN([P+](ON1N=NC2C=CC=CC1=2)(N(C)C)N(C)C)C.F[P-](F)(F)(F)(F)F.C(=O)(O)[O-].[Na+]. Given the product [F:13][C:14]([F:23])([F:24])[C:15]1[CH:20]=[CH:19][CH:18]=[CH:17][C:16]=1[CH2:21][NH:22][C:10]([C:6]1[CH:5]=[C:4]2[C:9](=[CH:8][CH:7]=1)[NH:1][CH:2]=[CH:3]2)=[O:12], predict the reactants needed to synthesize it.